From a dataset of Catalyst prediction with 721,799 reactions and 888 catalyst types from USPTO. Predict which catalyst facilitates the given reaction. (1) Reactant: [CH3:1][O:2][C:3]1[CH:4]=[C:5]([CH:15]=[CH:16][CH:17]=1)[CH2:6][CH:7]1[CH2:12][CH2:11][CH2:10][CH2:9][CH:8]1[CH2:13][OH:14].[C:18](OC(=O)C)(=[O:20])[CH3:19].Cl. Product: [C:18]([O:14][CH2:13][CH:8]1[CH2:9][CH2:10][CH2:11][CH2:12][CH:7]1[CH2:6][C:5]1[CH:15]=[CH:16][CH:17]=[C:3]([O:2][CH3:1])[CH:4]=1)(=[O:20])[CH3:19]. The catalyst class is: 17. (2) Reactant: [CH2:1]([O:4][C:5]([C:7]1[C:8](Cl)=[N:9][C:10]([Cl:13])=[N:11][CH:12]=1)=[O:6])[CH:2]=[CH2:3].CCN(CC)CC.[CH3:22][NH:23][CH2:24][CH:25]1[CH2:32][CH2:31][C:28]2([CH2:30][CH2:29]2)[CH2:27][CH2:26]1. Product: [CH2:1]([O:4][C:5]([C:7]1[C:8]([N:23]([CH3:22])[CH2:24][CH:25]2[CH2:32][CH2:31][C:28]3([CH2:29][CH2:30]3)[CH2:27][CH2:26]2)=[N:9][C:10]([Cl:13])=[N:11][CH:12]=1)=[O:6])[CH:2]=[CH2:3]. The catalyst class is: 12. (3) The catalyst class is: 64. Product: [C:24]([N:10]1[C:11]2[C:7](=[CH:6][CH:5]=[C:4]([N+:1]([O-:3])=[O:2])[CH:12]=2)[CH2:8][CH2:9]1)([O:23][C:20]([CH3:22])([CH3:21])[CH3:19])=[O:25]. Reactant: [N+:1]([C:4]1[CH:12]=[C:11]2[C:7]([CH2:8][CH2:9][NH:10]2)=[CH:6][CH:5]=1)([O-:3])=[O:2].N1C=CC=CC=1.[CH3:19][C:20]([O:23][C:24](O[C:24]([O:23][C:20]([CH3:22])([CH3:21])[CH3:19])=[O:25])=[O:25])([CH3:22])[CH3:21]. (4) The catalyst class is: 2. Product: [CH2:1]([NH:8][C:51]([C:49]1[CH:50]=[C:45]2[CH:44]=[N:43][NH:42][C:46]2=[N:47][CH:48]=1)=[O:52])[C:2]1[CH:7]=[CH:6][CH:5]=[CH:4][CH:3]=1. Reactant: [CH2:1]([NH2:8])[C:2]1[CH:7]=[CH:6][CH:5]=[CH:4][CH:3]=1.F[P-](F)(F)(F)(F)F.N1(O[P+](N2CCCC2)(N2CCCC2)N2CCCC2)C2C=CC=CC=2N=N1.[NH:42]1[C:46]2=[N:47][CH:48]=[C:49]([C:51](O)=[O:52])[CH:50]=[C:45]2[CH:44]=[N:43]1.CCN(C(C)C)C(C)C.C(=O)(O)[O-].[Na+]. (5) Reactant: [O:1]1[CH:5]=[CH:4][CH:3]=[C:2]1[C:6](=[N:10][O:11][CH3:12])[C:7]([OH:9])=[O:8].[C:13](Cl)(=O)C. Product: [O:1]1[CH:5]=[CH:4][CH:3]=[C:2]1[C:6](=[N:10][O:11][CH3:12])[C:7]([O:9][CH3:13])=[O:8]. The catalyst class is: 5. (6) Product: [Cl:35][C:36]1[C:37]([CH3:59])=[CH:38][C:39]([O:40][CH2:41][CH2:42][CH2:43][C:44]2[C:52]3[C:47](=[CH:48][CH:49]=[CH:50][CH:51]=3)[NH:46][C:45]=2[C:53]([NH:16][S:15]([C:19]2[CH:27]=[CH:26][CH:25]=[C:21]([C:22](=[O:24])[NH:28][CH:29]3[CH2:34][CH2:33][O:32][CH2:31][CH2:30]3)[CH:20]=2)(=[O:17])=[O:18])=[O:54])=[CH:56][C:57]=1[CH3:58]. Reactant: C(Cl)CCl.C1C=CC2N(O)N=NC=2C=1.[S:15]([C:19]1[CH:20]=[C:21]([CH:25]=[CH:26][CH:27]=1)[C:22]([OH:24])=O)(=[O:18])(=[O:17])[NH2:16].[NH2:28][CH:29]1[CH2:34][CH2:33][O:32][CH2:31][CH2:30]1.[Cl:35][C:36]1[C:57]([CH3:58])=[CH:56][C:39]([O:40][CH2:41][CH2:42][CH2:43][C:44]2[C:52]3[C:47](=[CH:48][CH:49]=[CH:50][CH:51]=3)[NH:46][C:45]=2[C:53](O)=[O:54])=[CH:38][C:37]=1[CH3:59]. The catalyst class is: 79. (7) Reactant: CO.[OH-].[Na+].C([O:8][C:9]1[CH:33]=[CH:32][C:31]([C:34]([CH3:37])([CH3:36])[CH3:35])=[CH:30][C:10]=1[C:11]([NH:13][C:14]1[CH:23]=[C:22]([C:24]2[CH:29]=[CH:28][CH:27]=[CH:26][CH:25]=2)[CH:21]=[CH:20][C:15]=1[C:16]([O:18]C)=[O:17])=[O:12])(=O)C. Product: [C:34]([C:31]1[CH:32]=[CH:33][C:9]([OH:8])=[C:10]([CH:30]=1)[C:11]([NH:13][C:14]1[CH:23]=[C:22]([C:24]2[CH:29]=[CH:28][CH:27]=[CH:26][CH:25]=2)[CH:21]=[CH:20][C:15]=1[C:16]([OH:18])=[O:17])=[O:12])([CH3:37])([CH3:35])[CH3:36]. The catalyst class is: 11.